Dataset: Catalyst prediction with 721,799 reactions and 888 catalyst types from USPTO. Task: Predict which catalyst facilitates the given reaction. Reactant: [O:1]=[C:2]1[C:11]2[C:6](=[CH:7][CH:8]=[CH:9][N:10]=2)[N:5](C(OC(C)(C)C)=O)[CH2:4][CH2:3]1.CC1OCCC1.Cl.O1CCOCC1. Product: [NH:5]1[C:6]2[C:11](=[N:10][CH:9]=[CH:8][CH:7]=2)[C:2](=[O:1])[CH2:3][CH2:4]1. The catalyst class is: 25.